Task: Predict the reactants needed to synthesize the given product.. Dataset: Full USPTO retrosynthesis dataset with 1.9M reactions from patents (1976-2016) (1) Given the product [CH3:20][C:18]1[C:15]([CH3:17])([CH3:16])[C:4]2[C:3](=[C:8]3[CH:9]=[CH:10][S:11][C:7]3=[C:6]([C:12]([OH:14])=[O:13])[CH:5]=2)[N:1]=1, predict the reactants needed to synthesize it. The reactants are: [NH:1]([C:3]1[C:8]2[CH:9]=[CH:10][S:11][C:7]=2[C:6]([C:12]([OH:14])=[O:13])=[CH:5][CH:4]=1)N.[CH:15]([C:18]([CH3:20])=O)([CH3:17])[CH3:16]. (2) Given the product [Cl:1][C:2]1[CH:3]=[C:4]([N:17]([C:28]2[CH:33]=[CH:32][C:31]([F:34])=[CH:30][C:29]=2[CH3:35])[C:18]([O:20][CH:21]([O:71][C:70](=[O:72])[C:69]2[CH:73]=[CH:74][CH:75]=[CH:76][C:68]=2[OH:67])[CH3:22])=[O:19])[CH:5]=[CH:6][C:7]=1[C:8](=[O:16])[C:9]1[CH:14]=[CH:13][CH:12]=[CH:11][C:10]=1[CH3:15], predict the reactants needed to synthesize it. The reactants are: [Cl:1][C:2]1[CH:3]=[C:4]([N:17]([C:28]2[CH:33]=[CH:32][C:31]([F:34])=[CH:30][C:29]=2[CH3:35])[C:18]([O:20][CH:21](OC(=O)CC)[CH3:22])=[O:19])[CH:5]=[CH:6][C:7]=1[C:8](=[O:16])[C:9]1[CH:14]=[CH:13][CH:12]=[CH:11][C:10]=1[CH3:15].ClC(OC(=O)N(C1C=CC(C(=O)C2C=CC=CC=2C)=C(Cl)C=1)C1C=CC(F)=CC=1C)C.[OH:67][C:68]1[CH:76]=[CH:75][CH:74]=[CH:73][C:69]=1[C:70]([O-:72])=[O:71].C([N+](CCCC)(CCCC)CCCC)CCC. (3) Given the product [NH2:1][C:2]1[N:6]([CH3:7])[C:5](=[O:8])[C:4]([C:15]2[CH:16]=[C:17]([C:21]3[CH:26]=[CH:25][CH:24]=[CH:23][CH:22]=3)[CH:18]=[CH:19][CH:20]=2)([CH:9]2[CH2:14][CH2:13][N:12]([C:34]([C:30]3[S:29][CH:33]=[CH:32][CH:31]=3)=[O:35])[CH2:11][CH2:10]2)[N:3]=1, predict the reactants needed to synthesize it. The reactants are: [NH2:1][C:2]1[N:6]([CH3:7])[C:5](=[O:8])[C:4]([C:15]2[CH:16]=[C:17]([C:21]3[CH:26]=[CH:25][CH:24]=[CH:23][CH:22]=3)[CH:18]=[CH:19][CH:20]=2)([CH:9]2[CH2:14][CH2:13][NH:12][CH2:11][CH2:10]2)[N:3]=1.[NH4+].[Cl-].[S:29]1[CH:33]=[CH:32][CH:31]=[C:30]1[C:34](O)=[O:35].Cl.C(N=C=N)C. (4) Given the product [OH:8][C:9]1[CH:10]=[CH:11][C:12]([C:13]2[O:14][C:15]3[C:20]([C:21](=[O:23])[CH:22]=2)=[C:19]([O:24][CH3:25])[C:18]([O:26][CH3:27])=[C:17]([O:28][CH3:29])[CH:16]=3)=[CH:30][CH:31]=1, predict the reactants needed to synthesize it. The reactants are: C([O:8][C:9]1[CH:31]=[CH:30][C:12]([C:13]2[O:14][C:15]3[C:20]([C:21](=[O:23])[CH:22]=2)=[C:19]([O:24][CH3:25])[C:18]([O:26][CH3:27])=[C:17]([O:28][CH3:29])[CH:16]=3)=[CH:11][CH:10]=1)C1C=CC=CC=1. (5) Given the product [CH3:20][N:2]([CH3:1])[CH2:3][CH2:4][CH2:5][O:6][C:7]1[CH:12]=[CH:11][C:10]([NH:13][C:30]([NH:29][C:26]2[CH:27]=[CH:28][C:23]([O:22][CH3:21])=[CH:24][CH:25]=2)=[O:31])=[CH:9][C:8]=1[C:14]1[N:15]([CH3:19])[N:16]=[CH:17][CH:18]=1, predict the reactants needed to synthesize it. The reactants are: [CH3:1][N:2]([CH3:20])[CH2:3][CH2:4][CH2:5][O:6][C:7]1[CH:12]=[CH:11][C:10]([NH2:13])=[CH:9][C:8]=1[C:14]1[N:15]([CH3:19])[N:16]=[CH:17][CH:18]=1.[CH3:21][O:22][C:23]1[CH:28]=[CH:27][C:26]([N:29]=[C:30]=[O:31])=[CH:25][CH:24]=1. (6) Given the product [C:8]([C:7]1[N:6]=[CH:5][C:4]([NH:10][C@@H:11]2[CH2:16][CH2:15][CH2:14][CH2:13][C@@H:12]2[NH:17][C:18](=[O:24])[O:19][C:20]([CH3:23])([CH3:22])[CH3:21])=[CH:3][C:2]=1[NH:25][C:26]1[CH:31]=[C:30]([CH3:32])[CH:29]=[C:28]([CH3:33])[N:27]=1)#[N:9], predict the reactants needed to synthesize it. The reactants are: Br[C:2]1[CH:3]=[C:4]([NH:10][C@@H:11]2[CH2:16][CH2:15][CH2:14][CH2:13][C@@H:12]2[NH:17][C:18](=[O:24])[O:19][C:20]([CH3:23])([CH3:22])[CH3:21])[CH:5]=[N:6][C:7]=1[C:8]#[N:9].[NH2:25][C:26]1[CH:31]=[C:30]([CH3:32])[CH:29]=[C:28]([CH3:33])[N:27]=1.CC1(C)C2C(=C(P(C3C=CC=CC=3)C3C=CC=CC=3)C=CC=2)OC2C(P(C3C=CC=CC=3)C3C=CC=CC=3)=CC=CC1=2.C(=O)([O-])[O-].[Cs+].[Cs+]. (7) Given the product [NH:15]1[C:23]2[C:18](=[CH:19][C:20](/[CH:24]=[C:10]3/[C:2](=[O:1])[NH:3][C:4]4[C:9]/3=[CH:8][CH:7]=[C:6]([NH:11][C:12](=[O:14])[CH3:13])[CH:5]=4)=[CH:21][CH:22]=2)[CH:17]=[N:16]1, predict the reactants needed to synthesize it. The reactants are: [O:1]=[C:2]1[CH2:10][C:9]2[C:4](=[CH:5][C:6]([NH:11][C:12](=[O:14])[CH3:13])=[CH:7][CH:8]=2)[NH:3]1.[NH:15]1[C:23]2[C:18](=[CH:19][C:20]([CH:24]=O)=[CH:21][CH:22]=2)[CH:17]=[N:16]1. (8) Given the product [OH:8][CH2:7][C:6]1[S:5][C:4]([N:12]2[CH2:16][CH2:15][N:14]([CH2:17][C:18]3[CH:19]=[CH:20][C:21]([C:24]([F:25])([F:27])[F:26])=[CH:22][CH:23]=3)[C:13]2=[O:28])=[N:3][C:2]=1[CH3:1], predict the reactants needed to synthesize it. The reactants are: [CH3:1][C:2]1[N:3]=[C:4]([N:12]2[CH2:16][CH2:15][N:14]([CH2:17][C:18]3[CH:23]=[CH:22][C:21]([C:24]([F:27])([F:26])[F:25])=[CH:20][CH:19]=3)[C:13]2=[O:28])[S:5][C:6]=1[C:7](OCC)=[O:8].[BH4-].[Li+].CO. (9) Given the product [CH3:1][O:2][C:3](=[O:39])[C:4]1[CH:9]=[C:8]([O:10][C:11]2[CH:16]=[CH:15][C:14]([NH2:17])=[C:13]([NH:20][CH2:21][C:22]3[CH:27]=[CH:26][CH:25]=[CH:24][CH:23]=3)[CH:12]=2)[CH:7]=[CH:6][C:5]=1[NH:28][S:29]([C:32]1[CH:33]=[CH:34][C:35]([CH3:38])=[CH:36][CH:37]=1)(=[O:31])=[O:30], predict the reactants needed to synthesize it. The reactants are: [CH3:1][O:2][C:3](=[O:39])[C:4]1[CH:9]=[C:8]([O:10][C:11]2[CH:16]=[CH:15][C:14]([N+:17]([O-])=O)=[C:13]([NH:20][CH2:21][C:22]3[CH:27]=[CH:26][CH:25]=[CH:24][CH:23]=3)[CH:12]=2)[CH:7]=[CH:6][C:5]=1[NH:28][S:29]([C:32]1[CH:37]=[CH:36][C:35]([CH3:38])=[CH:34][CH:33]=1)(=[O:31])=[O:30].[Cl-].[NH4+]. (10) The reactants are: [Br:1][C:2]1[CH:7]=[CH:6][CH:5]=[C:4]([N+:8]([O-:10])=[O:9])[C:3]=1[OH:11].[C:12]([O-])([O-])=O.[K+].[K+].CI. Given the product [Br:1][C:2]1[CH:7]=[CH:6][CH:5]=[C:4]([N+:8]([O-:10])=[O:9])[C:3]=1[O:11][CH3:12], predict the reactants needed to synthesize it.